From a dataset of Full USPTO retrosynthesis dataset with 1.9M reactions from patents (1976-2016). Predict the reactants needed to synthesize the given product. (1) Given the product [NH:50]1[C:58]2=[N:57][CH:56]=[CH:55][CH:54]=[C:53]2[C:52]([CH:59]=[C:7]2[O:6][C:5]([N:36]([CH3:35])[CH2:37][C:38]3[S:39][CH:40]=[CH:41][CH:42]=3)=[C:9]([C:10]([O:12][CH:13]([CH3:14])[CH3:15])=[O:11])[C:8]2=[O:16])=[CH:51]1, predict the reactants needed to synthesize it. The reactants are: C(O[C:5]1[O:6][CH2:7][C:8](=[O:16])[C:9]=1[C:10]([O:12][CH:13]([CH3:15])[CH3:14])=[O:11])(C)C.C(OC(C)C)(=O)CC(OC(C)C)=O.ClCC(Cl)=O.[CH3:35][NH:36][CH2:37][C:38]1[S:39][CH:40]=[CH:41][CH:42]=1.C(N(CC)CC)C.[NH:50]1[C:58]2[C:53](=[CH:54][CH:55]=[CH:56][N:57]=2)[C:52]([CH:59]=O)=[CH:51]1. (2) Given the product [Br:1][C:2]1[C:3]([C:12]2[O:13][CH:14]=[CH:15][CH:16]=2)=[N:4][C:5]([NH2:11])=[N:6][C:7]=1[O:23][C:17]1[CH:22]=[CH:21][CH:20]=[CH:19][CH:18]=1, predict the reactants needed to synthesize it. The reactants are: [Br:1][C:2]1[C:3]([C:12]2[O:13][CH:14]=[CH:15][CH:16]=2)=[N:4][C:5]([NH2:11])=[N:6][C:7]=1S(C)=O.[C:17]1([OH:23])[CH:22]=[CH:21][CH:20]=[CH:19][CH:18]=1.C1CCN2C(=NCCC2)CC1. (3) Given the product [CH3:17][N:14]1[CH2:15][CH2:16][CH:11]([S:8][C:4]2[CH:3]=[C:2]([NH2:1])[CH:7]=[CH:6][CH:5]=2)[CH2:12][CH2:13]1, predict the reactants needed to synthesize it. The reactants are: [NH2:1][C:2]1[CH:3]=[C:4]([SH:8])[CH:5]=[CH:6][CH:7]=1.Cl.Cl[CH:11]1[CH2:16][CH2:15][N:14]([CH3:17])[CH2:13][CH2:12]1.C(=O)([O-])[O-]. (4) Given the product [CH2:29]([O:28][C:25]1[CH:24]=[N:23][C:22]([C:18]2[CH:17]=[C:16]([CH:21]=[CH:20][CH:19]=2)[CH2:15][C:10]2[C:11](=[O:14])[CH:12]=[CH:13][N:8]([C:5]3[CH:6]=[CH:7][C:2]([C:66]([NH:35][CH2:34][CH2:32][OH:33])=[O:65])=[C:3]([F:31])[CH:4]=3)[N:9]=2)=[N:27][CH:26]=1)[CH3:30], predict the reactants needed to synthesize it. The reactants are: Br[C:2]1[CH:7]=[CH:6][C:5]([N:8]2[CH:13]=[CH:12][C:11](=[O:14])[C:10]([CH2:15][C:16]3[CH:21]=[CH:20][CH:19]=[C:18]([C:22]4[N:27]=[CH:26][C:25]([O:28][CH2:29][CH3:30])=[CH:24][N:23]=4)[CH:17]=3)=[N:9]2)=[CH:4][C:3]=1[F:31].[CH2:32]([CH2:34][NH2:35])[OH:33].C1CCN2C(=NCCC2)CC1.F[B-](F)(F)F.C([PH+](C(C)(C)C)C(C)(C)C)(C)(C)C.[O:65]1CCOC[CH2:66]1.